From a dataset of Reaction yield outcomes from USPTO patents with 853,638 reactions. Predict the reaction yield, written as a fraction of the theoretical maximum amount of product (1.0 means a 100% yield; for example, 0.34 means a 34% yield). (1) The reactants are [CH3:1][N:2]([CH3:22])[C:3]1[CH:8]=[CH:7][C:6](N)=[CH:5][C:4]=1[S:10]([NH:13][CH2:14][CH2:15][C:16]1[CH:21]=[CH:20][CH:19]=[CH:18][N:17]=1)(=[O:12])=[O:11].N([O-])=O.[Na+].[OH-].[Na+].[BrH:29]. The catalyst is C(#N)C.O.[Cu]Br. The product is [CH3:1][N:2]([CH3:22])[C:3]1[CH:8]=[CH:7][C:6]([Br:29])=[CH:5][C:4]=1[S:10]([NH:13][CH2:14][CH2:15][C:16]1[CH:21]=[CH:20][CH:19]=[CH:18][N:17]=1)(=[O:12])=[O:11]. The yield is 0.810. (2) The yield is 0.790. The product is [CH2:13]([O:12][C:9]1([C:6]2[CH:7]=[CH:8][C:3]([C:1]#[C:2][C:29]3[CH:30]=[CH:31][C:26]([CH2:25][C:24]([O:23][CH3:22])=[O:33])=[CH:27][CH:28]=3)=[CH:4][C:5]=2[CH2:20][CH3:21])[CH2:11][CH2:10]1)[C:14]1[CH:15]=[CH:16][CH:17]=[CH:18][CH:19]=1. The reactants are [C:1]([C:3]1[CH:8]=[CH:7][C:6]([C:9]2([O:12][CH2:13][C:14]3[CH:19]=[CH:18][CH:17]=[CH:16][CH:15]=3)[CH2:11][CH2:10]2)=[C:5]([CH2:20][CH3:21])[CH:4]=1)#[CH:2].[CH3:22][O:23][C:24](=[O:33])[CH2:25][C:26]1[CH:31]=[CH:30][C:29](I)=[CH:28][CH:27]=1. The catalyst is C(N(CC)CC)C.[Cu]I.Cl[Pd](Cl)([P](C1C=CC=CC=1)(C1C=CC=CC=1)C1C=CC=CC=1)[P](C1C=CC=CC=1)(C1C=CC=CC=1)C1C=CC=CC=1. (3) The reactants are [F:1][CH:2]([F:6])[C:3](O)=[O:4].CN(C(ON1N=NC2C=CC=CC1=2)=[N+](C)C)C.F[P-](F)(F)(F)(F)F.CCN(C(C)C)C(C)C.[O:40]1[CH2:45][CH2:44][N:43]([C:46]2[N:51]=[C:50]([N:52]3[CH2:57][CH2:56][O:55][CH2:54][CH2:53]3)[N:49]=[C:48]([C:58]3[CH:64]=[CH:63][C:61]([NH2:62])=[CH:60][CH:59]=3)[N:47]=2)[CH2:42][CH2:41]1. The catalyst is CN(C=O)C. The product is [N:43]1([C:46]2[N:51]=[C:50]([N:52]3[CH2:57][CH2:56][O:55][CH2:54][CH2:53]3)[N:49]=[C:48]([C:58]3[CH:64]=[CH:63][C:61]([NH:62][C:3](=[O:4])[CH:2]([F:6])[F:1])=[CH:60][CH:59]=3)[N:47]=2)[CH2:42][CH2:41][O:40][CH2:45][CH2:44]1. The yield is 0.460. (4) The reactants are F[C:2](F)(F)[C:3](O)=O.[Cl:8][C:9]1[C:10]([F:37])=[C:11]([CH:15]2[C:19]([C:22]3[CH:27]=[CH:26][C:25]([Cl:28])=[CH:24][CH:23]=3)([C:20]#[N:21])[CH:18]([CH2:29][C:30]([CH3:33])([CH3:32])[CH3:31])[NH:17][CH:16]2[C:34]([OH:36])=O)[CH:12]=[CH:13][CH:14]=1.[CH3:38][N:39]([C:41](ON1N=NC2C=CC=NC1=2)=[N+:42]([CH3:44])[CH3:43])C.F[P-](F)(F)(F)(F)F.CC[N:64](C(C)C)C(C)C. The catalyst is C(Cl)Cl. The product is [N:42]1([CH2:44][CH2:2][CH2:3][NH:64][C:34]([CH:16]2[CH:15]([C:11]3[CH:12]=[CH:13][CH:14]=[C:9]([Cl:8])[C:10]=3[F:37])[C:19]([C:22]3[CH:27]=[CH:26][C:25]([Cl:28])=[CH:24][CH:23]=3)([C:20]#[N:21])[CH:18]([CH2:29][C:30]([CH3:33])([CH3:32])[CH3:31])[NH:17]2)=[O:36])[CH:43]=[CH:38][N:39]=[CH:41]1. The yield is 0.940. (5) The reactants are Br[C:2]1[CH:7]=[CH:6][C:5]([NH:8][N:9]2[C:17](=[O:18])[C:16]3[C:11](=[CH:12][CH:13]=[CH:14][CH:15]=3)[C:10]2=[O:19])=[CH:4][CH:3]=1.C([O-])([O-])=O.[K+].[K+].CO[CH2:28][CH2:29]OC. The catalyst is O.C1C=CC([P]([Pd]([P](C2C=CC=CC=2)(C2C=CC=CC=2)C2C=CC=CC=2)([P](C2C=CC=CC=2)(C2C=CC=CC=2)C2C=CC=CC=2)[P](C2C=CC=CC=2)(C2C=CC=CC=2)C2C=CC=CC=2)(C2C=CC=CC=2)C2C=CC=CC=2)=CC=1. The product is [CH:28]([C:2]1[CH:7]=[CH:6][C:5]([NH:8][N:9]2[C:17](=[O:18])[C:16]3[C:11](=[CH:12][CH:13]=[CH:14][CH:15]=3)[C:10]2=[O:19])=[CH:4][CH:3]=1)=[CH2:29]. The yield is 0.130. (6) The reactants are [CH3:1][C@@H:2]1[CH2:7][N:6]([CH:8]2[CH2:13][CH2:12][CH2:11][CH2:10][CH:9]2[C:14]2[CH:19]=[CH:18][CH:17]=[CH:16][CH:15]=2)[CH2:5][CH2:4][N:3]1[CH2:20][C:21]([O:23]C(C)(C)C)=[O:22].[ClH:28]. No catalyst specified. The product is [ClH:28].[ClH:28].[CH3:1][C@@H:2]1[CH2:7][N:6]([CH:8]2[CH2:13][CH2:12][CH2:11][CH2:10][CH:9]2[C:14]2[CH:19]=[CH:18][CH:17]=[CH:16][CH:15]=2)[CH2:5][CH2:4][N:3]1[CH2:20][C:21]([OH:23])=[O:22]. The yield is 0.979.